Dataset: Full USPTO retrosynthesis dataset with 1.9M reactions from patents (1976-2016). Task: Predict the reactants needed to synthesize the given product. (1) Given the product [Br:1][C:2]1[CH:7]=[CH:6][C:5]2[NH:8][C:18](=[O:20])[NH:9][C:4]=2[CH:3]=1, predict the reactants needed to synthesize it. The reactants are: [Br:1][C:2]1[CH:3]=[C:4]([NH2:9])[C:5]([NH2:8])=[CH:6][CH:7]=1.C(N(CC)CC)C.Cl[C:18](Cl)([O:20]C(=O)OC(Cl)(Cl)Cl)Cl. (2) The reactants are: C(N(C(C)C)CC)(C)C.CCCP1(OP(CCC)(=O)OP(CCC)(=O)O1)=O.[Cl:28][C:29]1[CH:34]=[CH:33][C:32]([C:35]2[N:36]=[C:37]3[CH:42]=[CH:41][C:40]([C:43]([O-:45])=O)=[CH:39][N:38]3[C:46]=2[CH2:47][OH:48])=[CH:31][CH:30]=1.[Na+].Cl.[NH:51]1[CH2:54][CH:53]([OH:55])[CH2:52]1. Given the product [Cl:28][C:29]1[CH:30]=[CH:31][C:32]([C:35]2[N:36]=[C:37]3[CH:42]=[CH:41][C:40]([C:43]([N:51]4[CH2:54][CH:53]([OH:55])[CH2:52]4)=[O:45])=[CH:39][N:38]3[C:46]=2[CH2:47][OH:48])=[CH:33][CH:34]=1, predict the reactants needed to synthesize it. (3) Given the product [NH2:22][C:23]1[S:24][C:25]([C:31]2[CH:36]=[CH:35][CH:34]=[C:33]([CH3:37])[CH:32]=2)=[C:26]([C:28]([N:3]2[CH2:4][C@H:5]3[C@H:1]([CH2:8][CH2:7][CH2:6]3)[C@H:2]2[CH2:9][NH:10][C:11]([C:13]2[N:20]3[C:16]([S:17][CH:18]=[CH:19]3)=[N:15][C:14]=2[CH3:21])=[O:12])=[O:29])[N:27]=1, predict the reactants needed to synthesize it. The reactants are: [C@H:1]12[CH2:8][CH2:7][CH2:6][C@H:5]1[CH2:4][NH:3][C@@H:2]2[CH2:9][NH:10][C:11]([C:13]1[N:20]2[C:16]([S:17][CH:18]=[CH:19]2)=[N:15][C:14]=1[CH3:21])=[O:12].[NH2:22][C:23]1[S:24][C:25]([C:31]2[CH:36]=[CH:35][CH:34]=[C:33]([CH3:37])[CH:32]=2)=[C:26]([C:28](O)=[O:29])[N:27]=1. (4) Given the product [CH2:18]([NH:21][C:2]1[N:3]=[C:4]([NH:12][CH:13]([CH2:16][OH:17])[CH2:14][OH:15])[C:5]2[S:10][CH:9]=[C:8]([CH3:11])[C:6]=2[N:7]=1)[CH:19]=[CH2:20], predict the reactants needed to synthesize it. The reactants are: Cl[C:2]1[N:3]=[C:4]([NH:12][CH:13]([CH2:16][OH:17])[CH2:14][OH:15])[C:5]2[S:10][CH:9]=[C:8]([CH3:11])[C:6]=2[N:7]=1.[CH2:18]([NH2:21])[CH:19]=[CH2:20].C(=O)([O-])O.[Na+]. (5) Given the product [Cl:1][C:2]1[S:6][C:5]([C:7]2[C:12]([CH:13]=[O:14])=[C:11]([CH:15]([CH3:17])[CH3:16])[N:10]=[C:9]3[N:18]([CH2:21][CH3:22])[N:19]=[CH:20][C:8]=23)=[CH:4][CH:3]=1, predict the reactants needed to synthesize it. The reactants are: [Cl:1][C:2]1[S:6][C:5]([C:7]2[C:12]([CH2:13][OH:14])=[C:11]([CH:15]([CH3:17])[CH3:16])[N:10]=[C:9]3[N:18]([CH2:21][CH3:22])[N:19]=[CH:20][C:8]=23)=[CH:4][CH:3]=1. (6) The reactants are: [NH2:1][CH:2]1[CH2:6][N:5]([C:7]([O:9][C:10]([CH3:13])([CH3:12])[CH3:11])=[O:8])[CH2:4][C:3]1([F:15])[F:14].[CH3:16][S:17]([CH2:20][CH2:21][C:22](O)=[O:23])(=[O:19])=[O:18].CN1CCOCC1.C1C=CC2N(O)N=NC=2C=1.CCN=C=NCCCN(C)C.Cl. Given the product [F:14][C:3]1([F:15])[CH:2]([NH:1][C:22](=[O:23])[CH2:21][CH2:20][S:17]([CH3:16])(=[O:19])=[O:18])[CH2:6][N:5]([C:7]([O:9][C:10]([CH3:12])([CH3:11])[CH3:13])=[O:8])[CH2:4]1, predict the reactants needed to synthesize it.